Predict the reactants needed to synthesize the given product. From a dataset of Full USPTO retrosynthesis dataset with 1.9M reactions from patents (1976-2016). (1) The reactants are: [ClH:1].[NH2:2][CH:3]1[CH2:8][CH2:7][N:6]([CH2:9][CH2:10][N:11]2[C:20]3[C:15](=[N:16][CH:17]=[C:18]([F:21])[CH:19]=3)[CH:14]=[CH:13][C:12]2=[O:22])[CH2:5][CH2:4]1.[O:23]1[C:28]2=[CH:29][N:30]=[C:31]([CH:33]=O)[CH:32]=[C:27]2[CH2:26][CH2:25][CH2:24]1.C([BH3-])#N.[Na+].C[O-].[Na+].CO. Given the product [ClH:1].[O:23]1[C:28]2=[CH:29][N:30]=[C:31]([CH2:33][NH:2][CH:3]3[CH2:4][CH2:5][N:6]([CH2:9][CH2:10][N:11]4[C:20]5[C:15](=[N:16][CH:17]=[C:18]([F:21])[CH:19]=5)[CH:14]=[CH:13][C:12]4=[O:22])[CH2:7][CH2:8]3)[CH:32]=[C:27]2[CH2:26][CH2:25][CH2:24]1, predict the reactants needed to synthesize it. (2) Given the product [F:1][C:2]1[CH:9]=[CH:8][C:5]([CH2:6][OH:7])=[C:4]([O:10][CH3:11])[CH:3]=1, predict the reactants needed to synthesize it. The reactants are: [F:1][C:2]1[CH:9]=[CH:8][C:5]([CH:6]=[O:7])=[C:4]([O:10][CH3:11])[CH:3]=1.[BH4-].[Na+].C(=O)([O-])O.[K+]. (3) Given the product [Br:1][C:2]1[CH:3]=[C:4]2[C:8](=[CH:9][CH:10]=1)[N:7]([C:25](=[O:26])[CH2:24][N:23]([CH3:28])[CH3:22])[CH2:6][CH2:5]2, predict the reactants needed to synthesize it. The reactants are: [Br:1][C:2]1[CH:3]=[C:4]2[C:8](=[CH:9][CH:10]=1)[NH:7][CH2:6][CH2:5]2.O.ON1C2C=CC=CC=2N=N1.[CH3:22][N:23]1[CH2:28]C[O:26][CH2:25][CH2:24]1.CN(C)CC(O)=O.Cl.CN(C)CCCN=C=NCC. (4) Given the product [F:19][C:20]([F:25])([F:24])[C:21]1[O:22][C:5]([N:6]2[CH2:7][CH2:8][N:9]([C:12]([O:14][C:15]([CH3:16])([CH3:17])[CH3:18])=[O:13])[CH2:10][CH2:11]2)=[N:4][N:3]=1, predict the reactants needed to synthesize it. The reactants are: N1N[N:3]=[N:4][C:5]=1[N:6]1[CH2:11][CH2:10][N:9]([C:12]([O:14][C:15]([CH3:18])([CH3:17])[CH3:16])=[O:13])[CH2:8][CH2:7]1.[F:19][C:20]([F:25])([F:24])[C:21](O)=[O:22]. (5) Given the product [CH2:1]([O:3][C:4]1[CH:9]=[CH:8][C:7]([S:10]([N:13]([CH2:21][C:22]([NH:27][NH2:28])=[O:24])[C:14]2[CH:19]=[CH:18][C:17]([CH3:20])=[CH:16][CH:15]=2)(=[O:12])=[O:11])=[CH:6][CH:5]=1)[CH3:2], predict the reactants needed to synthesize it. The reactants are: [CH2:1]([O:3][C:4]1[CH:9]=[CH:8][C:7]([S:10]([N:13]([CH2:21][C:22]([O:24]C)=O)[C:14]2[CH:19]=[CH:18][C:17]([CH3:20])=[CH:16][CH:15]=2)(=[O:12])=[O:11])=[CH:6][CH:5]=1)[CH3:2].O.[NH2:27][NH2:28]. (6) Given the product [C:4]1([C:44]2[CH:43]=[C:42]([C:6]3[CH:5]=[CH:4][CH:3]=[C:2]([C:3]4[CH:2]=[CH:7][CH:6]=[C:5]([C:2]5[CH:7]=[CH:6][CH:5]=[CH:4][CH:3]=5)[CH:4]=4)[CH:7]=3)[C:41]3[C:49]4[C:48](=[CH:53][CH:52]=[CH:51][CH:50]=4)[C:39]4[C:44](=[CH:43][CH:42]=[CH:41][CH:40]=4)[C:40]=3[C:39]=2[C:48]2[CH:53]=[CH:52][CH:51]=[C:50]([C:3]3[CH:4]=[CH:5][CH:6]=[C:7]([C:2]4[CH:7]=[CH:6][CH:5]=[CH:4][CH:3]=4)[CH:2]=3)[CH:49]=2)[CH:3]=[CH:2][CH:7]=[CH:6][CH:5]=1, predict the reactants needed to synthesize it. The reactants are: Br[C:2]1[CH:3]=[C:4]([C:2]2[C:7]3[C:7]4[C:2](=[CH:3][CH:4]=[CH:5][CH:6]=4)[C:7]4[C:2](=[CH:3][CH:4]=[CH:5][CH:6]=4)[C:6]=3[C:5]([C:2]3[CH:7]=[CH:6][CH:5]=[C:4](Br)[CH:3]=3)=[CH:4][C:3]=2[C:2]2[CH:7]=[CH:6][CH:5]=[CH:4][CH:3]=2)[CH:5]=[CH:6][CH:7]=1.[C:39]1([C:48]2[CH:53]=[CH:52][CH:51]=[CH:50][CH:49]=2)[CH:44]=[CH:43][CH:42]=[C:41](B(O)O)[CH:40]=1.C(=O)([O-])[O-].[Na+].[Na+].